From a dataset of Catalyst prediction with 721,799 reactions and 888 catalyst types from USPTO. Predict which catalyst facilitates the given reaction. (1) Reactant: [C:1](OC(=O)C)(=[O:3])[CH3:2].C(N(CC)CC)C.[CH3:15][C:16]1[O:20][N:19]=[C:18]([C:21]2[CH:26]=[CH:25][CH:24]=[C:23]([F:27])[CH:22]=2)[C:17]=1[C:28]1[CH:33]=[CH:32][C:31]([S:34]([NH2:37])(=[O:36])=[O:35])=[CH:30][CH:29]=1. Product: [F:27][C:23]1[CH:22]=[C:21]([C:18]2[C:17]([C:28]3[CH:29]=[CH:30][C:31]([S:34]([NH:37][C:1](=[O:3])[CH3:2])(=[O:36])=[O:35])=[CH:32][CH:33]=3)=[C:16]([CH3:15])[O:20][N:19]=2)[CH:26]=[CH:25][CH:24]=1. The catalyst class is: 7. (2) Reactant: CS(O)(=O)=O.CS(O)(=O)=O.[NH2:11][C:12]1[C:19](=[O:20])[N:15]2[CH2:16][CH2:17][CH2:18][N:14]2[C:13]=1[NH2:21].[NH2:22][C:23]1[CH:24]=[CH:25][C:26]([O:33][CH3:34])=[C:27]([NH:29][CH2:30][CH2:31][OH:32])[CH:28]=1.N.OO. Product: [NH2:21][C:13]1[N:14]2[CH2:18][CH2:17][CH2:16][N:15]2[C:19](=[O:20])[C:12]=1[N:11]=[C:24]1[C:23]([NH2:22])=[CH:28][C:27](=[N:29][CH2:30][CH2:31][OH:32])[C:26]([O:33][CH3:34])=[CH:25]1. The catalyst class is: 97. (3) Reactant: [S:1]1[C:5]2[CH:6]=[CH:7][CH:8]=[CH:9][C:4]=2[C:3]([N:10]2[CH2:15][CH2:14][N:13]([CH2:16][C@@H:17]3[CH2:22][CH2:21][CH2:20][CH2:19][C@H:18]3[CH2:23][N:24]3[C:32](=[O:33])[C@H:31]4[C@H:26]([C@H:27]5[CH2:34][C@@H:30]4[CH2:29][CH2:28]5)[C:25]3=[O:35])[CH2:12][CH2:11]2)=[N:2]1.[ClH:36]. Product: [OH2:33].[OH2:33].[ClH:36].[ClH:36].[S:1]1[C:5]2[CH:6]=[CH:7][CH:8]=[CH:9][C:4]=2[C:3]([N:10]2[CH2:11][CH2:12][N:13]([CH2:16][C@@H:17]3[CH2:22][CH2:21][CH2:20][CH2:19][C@H:18]3[CH2:23][N:24]3[C:25](=[O:35])[C@H:26]4[C@H:31]([C@H:30]5[CH2:34][C@@H:27]4[CH2:28][CH2:29]5)[C:32]3=[O:33])[CH2:14][CH2:15]2)=[N:2]1. The catalyst class is: 2. (4) Reactant: [O:1]1[C:5]2[CH:6]=[CH:7][CH:8]=[CH:9][C:4]=2[N:3]=[C:2]1[CH:10]=CN(C)C.I([O-])(=O)(=O)=[O:16].[Na+].O. Product: [O:1]1[C:5]2[CH:6]=[CH:7][CH:8]=[CH:9][C:4]=2[N:3]=[C:2]1[CH:10]=[O:16]. The catalyst class is: 1.